From a dataset of Catalyst prediction with 721,799 reactions and 888 catalyst types from USPTO. Predict which catalyst facilitates the given reaction. (1) Reactant: [C:1]([O:5][C:6]([N:8]1[CH2:13][CH2:12][CH:11]([N:14]2[C:18]3=[N:19][CH:20]=[N:21][C:22](Cl)=[C:17]3[CH:16]=[N:15]2)[CH2:10][CH2:9]1)=[O:7])([CH3:4])([CH3:3])[CH3:2].[CH3:24][S:25]([C:28]1[N:33]=[C:32]([CH3:34])[C:31]([OH:35])=[CH:30][CH:29]=1)(=[O:27])=[O:26].C(=O)([O-])[O-].[K+].[K+].C(OCC)(=O)C. Product: [C:1]([O:5][C:6]([N:8]1[CH2:13][CH2:12][CH:11]([N:14]2[C:18]3=[N:19][CH:20]=[N:21][C:22]([O:35][C:31]4[C:32]([CH3:34])=[N:33][C:28]([S:25]([CH3:24])(=[O:27])=[O:26])=[CH:29][CH:30]=4)=[C:17]3[CH:16]=[N:15]2)[CH2:10][CH2:9]1)=[O:7])([CH3:4])([CH3:3])[CH3:2]. The catalyst class is: 35. (2) Reactant: C[O:2][C:3](=[O:35])[C@@H:4]([NH:14][C:15]([C:17]1[S:18][C:19]([C:23](=[O:34])[NH:24][CH2:25][C:26]2[CH:31]=[CH:30][C:29]([F:32])=[C:28]([OH:33])[CH:27]=2)=[CH:20][C:21]=1[CH3:22])=[O:16])[CH2:5][NH:6][C:7]([C:9]1[S:10][CH:11]=[CH:12][CH:13]=1)=[O:8].O.[OH-].[Li+].Cl. The catalyst class is: 20. Product: [F:32][C:29]1[CH:30]=[CH:31][C:26]([CH2:25][NH:24][C:23]([C:19]2[S:18][C:17]([C:15]([NH:14][C@@H:4]([CH2:5][NH:6][C:7]([C:9]3[S:10][CH:11]=[CH:12][CH:13]=3)=[O:8])[C:3]([OH:35])=[O:2])=[O:16])=[C:21]([CH3:22])[CH:20]=2)=[O:34])=[CH:27][C:28]=1[OH:33]. (3) Reactant: O=[CH:2][CH2:3][CH2:4][CH2:5][CH2:6][CH2:7][NH:8][C:9](=[O:15])[O:10][C:11]([CH3:14])([CH3:13])[CH3:12].[Li]CCCC.[CH3:21][CH2:22][O:23][C:24]([CH:26](P(OCC)(OCC)=O)[F:27])=[O:25].[Cl-].[NH4+]. Product: [C:11]([O:10][C:9]([NH:8][CH2:7][CH2:6][CH2:5][CH2:4][CH2:3]/[CH:2]=[C:26](\[F:27])/[C:24]([O:23][CH2:22][CH3:21])=[O:25])=[O:15])([CH3:14])([CH3:13])[CH3:12]. The catalyst class is: 1. (4) Reactant: [I:1][C:2]1[C:7]([C:8]([OH:10])=[O:9])=[C:6]([O:11][CH3:12])[N:5]=[CH:4][CH:3]=1.[CH3:13][Si](C=[N+]=[N-])(C)C. Product: [I:1][C:2]1[C:7]([C:8]([O:10][CH3:13])=[O:9])=[C:6]([O:11][CH3:12])[N:5]=[CH:4][CH:3]=1. The catalyst class is: 5.